From a dataset of Catalyst prediction with 721,799 reactions and 888 catalyst types from USPTO. Predict which catalyst facilitates the given reaction. (1) Reactant: C1[C@H](N2C(=O)NC(=O)C([Br:14])=C2)O[C@H](CO)[C@H]1O.[C@@H:18]1([N:26]2[CH:34]=[C:32](C)[C:30](=[O:31])[NH:29][C:27]2=[O:28])[O:25][C@H:22]([CH2:23][OH:24])[C@@H:20]([OH:21])[CH2:19]1.Cl.CCC(COC(C(N(CC[NH+](C)C)C)=O)(C1C=CC=CC=1)C1C=CC=CC=1)CC.[Cl-].[BH4-].[Na+].C1C(C2NC3C=C(C(N)=N)C=CC=3C=2)=CC=C(C(N)=N)C=1. Product: [Br:14][C@@:18]1([N:26]2[CH:34]=[CH:32][C:30](=[O:31])[NH:29][C:27]2=[O:28])[O:25][C@H:22]([CH2:23][OH:24])[C@@H:20]([OH:21])[CH2:19]1. The catalyst class is: 8. (2) Reactant: Br[C:2]1[C:3]([C:21]([O:23][CH3:24])=[O:22])=[N:4][N:5]([CH2:13][CH2:14][CH2:15][NH:16][C:17]([O:19][CH3:20])=[O:18])[C:6]=1[C:7]1[CH:12]=[CH:11][CH:10]=[CH:9][N:8]=1.[CH3:25]B1OB(C)OB(C)O1.[K].C1(P(C2CCCCC2)C2C=CC=CC=2C2C(C(C)C)=CC(C(C)C)=CC=2C(C)C)CCCCC1. Product: [CH3:20][O:19][C:17]([NH:16][CH2:15][CH2:14][CH2:13][N:5]1[C:6]([C:7]2[CH:12]=[CH:11][CH:10]=[CH:9][N:8]=2)=[C:2]([CH3:25])[C:3]([C:21]([O:23][CH3:24])=[O:22])=[N:4]1)=[O:18]. The catalyst class is: 488. (3) Reactant: [CH2:1]([O:5][C:6]1[CH:15]=[CH:14][C:9]([C:10]([O:12][CH3:13])=[O:11])=[CH:8][C:7]=1[O:16][CH3:17])[CH2:2][CH:3]=[CH2:4].[I-].[Na+].C[Si](C)(C)[C:22]([F:25])(F)[F:23]. Product: [F:23][C:22]1([F:25])[CH2:4][CH:3]1[CH2:2][CH2:1][O:5][C:6]1[CH:15]=[CH:14][C:9]([C:10]([O:12][CH3:13])=[O:11])=[CH:8][C:7]=1[O:16][CH3:17]. The catalyst class is: 1.